From a dataset of Reaction yield outcomes from USPTO patents with 853,638 reactions. Predict the reaction yield, written as a fraction of the theoretical maximum amount of product (1.0 means a 100% yield; for example, 0.34 means a 34% yield). (1) The reactants are [H-].[Na+].[C:3]([CH2:5][C:6]1[CH:11]=[C:10]([F:12])[C:9]([C:13]2[N:18]=[C:17]([C:19]([O:21][CH3:22])=[O:20])[CH:16]=[CH:15][C:14]=2[F:23])=[C:8]([F:24])[CH:7]=1)#[N:4].Br[CH2:26][CH2:27][O:28][CH2:29][CH2:30]Br. The catalyst is CS(C)=O.O. The product is [C:3]([C:5]1([C:6]2[CH:11]=[C:10]([F:12])[C:9]([C:13]3[N:18]=[C:17]([C:19]([O:21][CH3:22])=[O:20])[CH:16]=[CH:15][C:14]=3[F:23])=[C:8]([F:24])[CH:7]=2)[CH2:30][CH2:29][O:28][CH2:27][CH2:26]1)#[N:4]. The yield is 0.150. (2) The reactants are Cl[C:2]1[C:7]([N+:8]([O-:10])=[O:9])=[CH:6][N:5]=[C:4]2[CH:11]=[CH:12][S:13][C:3]=12.[NH2:14][C@H:15]1[CH2:20][CH2:19][C@H:18]([CH2:21][OH:22])[CH2:17][CH2:16]1.C(N(CC)C(C)C)(C)C. The catalyst is C(O)(C)C. The product is [N+:8]([C:7]1[C:2]([NH:14][C@H:15]2[CH2:20][CH2:19][C@H:18]([CH2:21][OH:22])[CH2:17][CH2:16]2)=[C:3]2[S:13][CH:12]=[CH:11][C:4]2=[N:5][CH:6]=1)([O-:10])=[O:9]. The yield is 0.860. (3) The yield is 0.485. The product is [C:21]([OH:25])(=[O:50])[CH3:20].[F:17][C:12]1[CH:13]=[CH:14][CH:15]=[C:16]2[C:11]=1[C:10]([NH2:18])=[N:9][C:8]2([C:19]1[CH:24]=[CH:23][N:22]=[C:21]([O:25][CH3:26])[CH:20]=1)[C:4]1[CH:5]=[CH:6][CH:7]=[C:2]([C:32]2[CH:37]=[N:36][CH:35]=[CH:34][N:33]=2)[CH:3]=1. The reactants are Br[C:2]1[CH:3]=[C:4]([C:8]2([C:19]3[CH:24]=[CH:23][N:22]=[C:21]([O:25][CH3:26])[CH:20]=3)[C:16]3[C:11](=[C:12]([F:17])[CH:13]=[CH:14][CH:15]=3)[C:10]([NH2:18])=[N:9]2)[CH:5]=[CH:6][CH:7]=1.C([Sn](CCCC)(CCCC)[C:32]1[CH:37]=[N:36][CH:35]=[CH:34][N:33]=1)CCC.CN(C=[O:50])C. The catalyst is C1C=CC([P]([Pd]([P](C2C=CC=CC=2)(C2C=CC=CC=2)C2C=CC=CC=2)([P](C2C=CC=CC=2)(C2C=CC=CC=2)C2C=CC=CC=2)[P](C2C=CC=CC=2)(C2C=CC=CC=2)C2C=CC=CC=2)(C2C=CC=CC=2)C2C=CC=CC=2)=CC=1. (4) The reactants are [NH2:1][C:2]1[CH:7]=[CH:6][C:5]([CH:8]2[CH2:13][N:12]([CH3:14])[C:11](=[O:15])[N:10]([CH3:16])[CH2:9]2)=[CH:4][C:3]=1[C:17]1[CH2:23][CH2:22][CH2:21][CH2:20][CH2:19][CH:18]=1.[C:24]([C:26]1[CH:27]=[C:28]([C:31](O)=[O:32])[NH:29][CH:30]=1)#[N:25].CCN=C=NCCCN(C)C.C1C=CC2N(O)N=NC=2C=1.CCN(C(C)C)C(C)C. The catalyst is C(Cl)Cl. The product is [C:17]1([C:3]2[CH:4]=[C:5]([CH:8]3[CH2:9][N:10]([CH3:16])[C:11](=[O:15])[N:12]([CH3:14])[CH2:13]3)[CH:6]=[CH:7][C:2]=2[NH:1][C:31]([C:28]2[NH:29][CH:30]=[C:26]([C:24]#[N:25])[CH:27]=2)=[O:32])[CH2:23][CH2:22][CH2:21][CH2:20][CH2:19][CH:18]=1. The yield is 0.140. (5) The reactants are [C:1]([O:5][C:6](=[O:34])[NH:7][C:8]([C:10]1[S:11][C:12]([S:32][CH3:33])=[C:13]([S:15]([C:18]2[CH:19]=[C:20]([C:24]3[C:29]([CH3:30])=[CH:28][CH:27]=[CH:26][C:25]=3[NH2:31])[CH:21]=[CH:22][CH:23]=2)(=[O:17])=[O:16])[CH:14]=1)=[NH:9])([CH3:4])([CH3:3])[CH3:2].C(N(CC)CC)C.[CH3:42][S:43]([CH2:46][CH2:47][CH2:48][C:49](Cl)=[O:50])(=[O:45])=[O:44]. The catalyst is C(Cl)Cl. The product is [C:1]([O:5][C:6](=[O:34])[NH:7][C:8](=[NH:9])[C:10]1[S:11][C:12]([S:32][CH3:33])=[C:13]([S:15]([C:18]2[CH:19]=[C:20]([C:24]3[C:25]([NH:31][C:49](=[O:50])[CH2:48][CH2:47][CH2:46][S:43]([CH3:42])(=[O:45])=[O:44])=[CH:26][CH:27]=[CH:28][C:29]=3[CH3:30])[CH:21]=[CH:22][CH:23]=2)(=[O:17])=[O:16])[CH:14]=1)([CH3:4])([CH3:3])[CH3:2]. The yield is 0.880. (6) The reactants are [C:1]([O:5][C:6](=[O:15])[CH2:7]/[N:8]=[CH:9]/[CH2:10][C:11]([CH3:14])([CH3:13])[CH3:12])([CH3:4])([CH3:3])[CH3:2].[Cl:16][C:17]1[CH:22]=[CH:21][C:20](/[C:23](=[CH:26]/[C:27]2[CH:32]=[CH:31][C:30]([C:33]([F:36])([F:35])[F:34])=[C:29]([Cl:37])[CH:28]=2)/[C:24]#[N:25])=[C:19]([F:38])[CH:18]=1.C(N(CC)CC)C. The catalyst is ClCCl. The product is [C:1]([O:5][C:6]([CH:7]1[CH:26]([C:27]2[CH:32]=[CH:31][C:30]([C:33]([F:34])([F:36])[F:35])=[C:29]([Cl:37])[CH:28]=2)[C:23]([C:20]2[CH:21]=[CH:22][C:17]([Cl:16])=[CH:18][C:19]=2[F:38])([C:24]#[N:25])[CH:9]([CH2:10][C:11]([CH3:14])([CH3:13])[CH3:12])[NH:8]1)=[O:15])([CH3:4])([CH3:3])[CH3:2]. The yield is 0.300. (7) The reactants are CS(C)=O.C(Cl)(=O)C(Cl)=O.[CH2:11]([N:18]([C@@H:26]([CH3:29])[CH2:27][OH:28])[CH2:19][C:20]1[CH:25]=[CH:24][CH:23]=[CH:22][CH:21]=1)[C:12]1[CH:17]=[CH:16][CH:15]=[CH:14][CH:13]=1.CCN(CC)CC. The catalyst is C(Cl)Cl. The product is [CH2:19]([N:18]([C@@H:26]([CH3:29])[CH:27]=[O:28])[CH2:11][C:12]1[CH:17]=[CH:16][CH:15]=[CH:14][CH:13]=1)[C:20]1[CH:25]=[CH:24][CH:23]=[CH:22][CH:21]=1. The yield is 0.980. (8) The reactants are [N:1]([CH2:4][C:5]1[CH:6]=[C:7]([CH:39]=[CH:40][CH:41]=1)[C:8]([NH:10][C:11]1[CH:16]=[CH:15][C:14]([N:17]2[CH2:22][CH2:21][CH2:20][CH2:19][CH2:18]2)=[CH:13][C:12]=1[C:23]([NH:25]/[N:26]=[CH:27]/[C:28]1[CH:33]=[CH:32][C:31]([Cl:34])=[C:30]([C:35]([F:38])([F:37])[F:36])[CH:29]=1)=[O:24])=[O:9])=[N+:2]=[N-:3].[CH2:42]([OH:45])[C:43]#[CH:44]. No catalyst specified. The product is [Cl:34][C:31]1[CH:32]=[CH:33][C:28](/[CH:27]=[N:26]/[NH:25][C:23]([C:12]2[CH:13]=[C:14]([N:17]3[CH2:18][CH2:19][CH2:20][CH2:21][CH2:22]3)[CH:15]=[CH:16][C:11]=2[NH:10][C:8](=[O:9])[C:7]2[CH:39]=[CH:40][CH:41]=[C:5]([CH2:4][N:1]3[CH:44]=[C:43]([CH2:42][OH:45])[N:3]=[N:2]3)[CH:6]=2)=[O:24])=[CH:29][C:30]=1[C:35]([F:38])([F:36])[F:37]. The yield is 0.400. (9) The yield is 0.207. The product is [F:59][C:60]1([F:65])[CH2:64][CH2:63][N:62]([C:22]([C:20]2[CH:19]=[CH:18][C:12]3[N:13]4[CH2:17][C@H:16]([CH2:15][CH2:14]4)[N:10]([C:8]([NH:7][C:2]4[CH:3]=[CH:4][CH:5]=[CH:6][N:1]=4)=[O:9])[C:11]=3[N:21]=2)=[O:23])[CH2:61]1. The catalyst is CN(C)C=O.O.C(OCC)(=O)C. The reactants are [N:1]1[CH:6]=[CH:5][CH:4]=[CH:3][C:2]=1[NH:7][C:8]([N:10]1[C@@H:16]2[CH2:17][N:13]([CH2:14][CH2:15]2)[C:12]2[CH:18]=[CH:19][C:20]([C:22](O)=[O:23])=[N:21][C:11]1=2)=[O:9].CN(C(ON1N=NC2C=CC=NC1=2)=[N+](C)C)C.F[P-](F)(F)(F)(F)F.CCN(C(C)C)C(C)C.Cl.[F:59][C:60]1([F:65])[CH2:64][CH2:63][NH:62][CH2:61]1.